Dataset: Catalyst prediction with 721,799 reactions and 888 catalyst types from USPTO. Task: Predict which catalyst facilitates the given reaction. (1) Product: [Cl:12][C:13]1[N:18]=[C:17]([N:2]([CH3:1])[C:3]2[CH:8]=[CH:7][CH:6]=[C:5]([N+:9]([O-:11])=[O:10])[CH:4]=2)[C:16]([Cl:20])=[CH:15][N:14]=1. The catalyst class is: 8. Reactant: [CH3:1][NH:2][C:3]1[CH:8]=[CH:7][CH:6]=[C:5]([N+:9]([O-:11])=[O:10])[CH:4]=1.[Cl:12][C:13]1[N:18]=[C:17](Cl)[C:16]([Cl:20])=[CH:15][N:14]=1.CCN(C(C)C)C(C)C. (2) Reactant: [OH:1][C:2]1[CH:15]=[CH:14][C:5]2[C:6]([CH2:9][C:10]([O:12][CH3:13])=[O:11])=[CH:7][O:8][C:4]=2[CH:3]=1.Cl[CH2:17][C:18]1[CH:23]=[CH:22][C:21]([O:24][CH2:25][CH3:26])=[CH:20][CH:19]=1.C(=O)([O-])[O-].[K+].[K+].O. Product: [CH2:25]([O:24][C:21]1[CH:22]=[CH:23][C:18]([CH2:17][O:1][C:2]2[CH:15]=[CH:14][C:5]3[C:6]([CH2:9][C:10]([O:12][CH3:13])=[O:11])=[CH:7][O:8][C:4]=3[CH:3]=2)=[CH:19][CH:20]=1)[CH3:26]. The catalyst class is: 3. (3) Product: [OH:22][CH2:21][C-:11]1[CH:12]=[CH:13][CH:14]=[C:10]1[CH2:9][N:7]([CH3:8])[CH3:6].[CH-:15]1[CH:19]=[CH:18][CH:17]=[CH:16]1.[Fe+2:20]. Reactant: C([Li])CCC.[CH3:6][N:7]([CH2:9][C-:10]1[CH:14]=[CH:13][CH:12]=[CH:11]1)[CH3:8].[CH-:15]1[CH:19]=[CH:18][CH:17]=[CH:16]1.[Fe+2:20].[CH2:21]=[O:22]. The catalyst class is: 27. (4) Reactant: Cl[C:2]1[N:7]=[C:6]([C:8]2[S:12][C:11]([CH:13]3[CH2:18][CH2:17][O:16][CH2:15][CH2:14]3)=[N:10][C:9]=2[C:19]2[CH:20]=[CH:21][C:22]([F:37])=[C:23]([NH:25][S:26]([C:29]3[CH:34]=[C:33]([F:35])[CH:32]=[CH:31][C:30]=3[F:36])(=[O:28])=[O:27])[CH:24]=2)[CH:5]=[CH:4][N:3]=1.[CH3:38][S:39]([N:42]1[CH2:47][CH2:46][CH:45]([NH2:48])[CH2:44][CH2:43]1)(=[O:41])=[O:40]. Product: [F:36][C:30]1[CH:31]=[CH:32][C:33]([F:35])=[CH:34][C:29]=1[S:26]([NH:25][C:23]1[CH:24]=[C:19]([C:9]2[N:10]=[C:11]([CH:13]3[CH2:18][CH2:17][O:16][CH2:15][CH2:14]3)[S:12][C:8]=2[C:6]2[CH:5]=[CH:4][N:3]=[C:2]([NH:48][CH:45]3[CH2:46][CH2:47][N:42]([S:39]([CH3:38])(=[O:41])=[O:40])[CH2:43][CH2:44]3)[N:7]=2)[CH:20]=[CH:21][C:22]=1[F:37])(=[O:28])=[O:27]. The catalyst class is: 1. (5) Reactant: [CH3:1][O:2][C:3]([C:5]1[CH2:6][N:7]2[CH:16]=[CH:15][C:9]3[CH:10]=[CH:11][CH:12]=[C:13]([CH:14]=1)[C:8]2=3)=[O:4].[H][H]. Product: [CH3:1][O:2][C:3]([CH:5]1[CH2:14][C:13]2[C:8]3=[C:9]([CH:15]=[CH:16][N:7]3[CH2:6]1)[CH:10]=[CH:11][CH:12]=2)=[O:4]. The catalyst class is: 304.